Dataset: Full USPTO retrosynthesis dataset with 1.9M reactions from patents (1976-2016). Task: Predict the reactants needed to synthesize the given product. Given the product [N:1]1[CH:6]=[CH:5][C:4]([C:7]2[CH:31]=[N:30][O:29][C:8]=2[C:10]2[CH:15]=[CH:14][C:13]([O:16][CH2:17][C:18]3[CH:27]=[CH:26][C:25]4[C:20](=[CH:21][CH:22]=[CH:23][CH:24]=4)[N:19]=3)=[CH:12][CH:11]=2)=[CH:3][CH:2]=1, predict the reactants needed to synthesize it. The reactants are: [N:1]1[CH:6]=[CH:5][C:4]([CH2:7][C:8]([C:10]2[CH:15]=[CH:14][C:13]([O:16][CH2:17][C:18]3[CH:27]=[CH:26][C:25]4[C:20](=[CH:21][CH:22]=[CH:23][CH:24]=4)[N:19]=3)=[CH:12][CH:11]=2)=O)=[CH:3][CH:2]=1.Cl.[OH:29][NH2:30].[C:31](O)(=O)C.C(=O)(O)[O-].[Na+].